From a dataset of Forward reaction prediction with 1.9M reactions from USPTO patents (1976-2016). Predict the product of the given reaction. (1) Given the reactants [CH:1]([NH:4][C@H:5]1[CH2:10][CH2:9][C@H:8]([C:11]([NH:13][C:14]2[C:18]3[CH:19]=[C:20]([C:23]([O:25]C)=[O:24])[CH:21]=[CH:22][C:17]=3[O:16][C:15]=2[C:27]([NH:29][C:30]2[CH:35]=[CH:34][C:33]([Cl:36])=[CH:32][N:31]=2)=[O:28])=[O:12])[CH2:7][CH2:6]1)([CH3:3])[CH3:2].[OH-].[Na+], predict the reaction product. The product is: [C:23]([C:20]1[CH:21]=[CH:22][C:17]2[O:16][C:15]([C:27]([NH:29][C:30]3[CH:35]=[CH:34][C:33]([Cl:36])=[CH:32][N:31]=3)=[O:28])=[C:14]([NH:13][C:11]([C@H:8]3[CH2:9][CH2:10][C@H:5]([NH:4][CH:1]([CH3:2])[CH3:3])[CH2:6][CH2:7]3)=[O:12])[C:18]=2[CH:19]=1)([OH:25])=[O:24]. (2) Given the reactants N#N.[N+:3]([C:6]1[CH:10]=[N:9][N:8]([CH2:11][C:12]2[S:13][CH:14]=[C:15]([C:17](OC)=[O:18])[N:16]=2)[N:7]=1)([O-:5])=[O:4].CC(C[AlH]CC(C)C)C.[C@H](O)(C([O-])=O)[C@@H](O)C([O-])=O.[Na+].[K+], predict the reaction product. The product is: [N+:3]([C:6]1[CH:10]=[N:9][N:8]([CH2:11][C:12]2[S:13][CH:14]=[C:15]([CH2:17][OH:18])[N:16]=2)[N:7]=1)([O-:5])=[O:4]. (3) Given the reactants [Cl:1][C:2]1[C:3]([CH:31]=O)=[C:4]([C:27]([F:30])([F:29])[F:28])[CH:5]=[C:6]2[C:11]=1[NH:10][C:9](=[O:12])[N:8]([CH2:13][C:14]1[CH:19]=[C:18]([Cl:20])[CH:17]=[CH:16][C:15]=1[S:21]([CH2:24][CH3:25])(=[O:23])=[O:22])[C:7]2=[O:26].[C:33]([O:37][C:38](=[O:47])[N:39]([CH3:46])[CH2:40][C@H:41]1[CH2:45][CH2:44][CH2:43][NH:42]1)([CH3:36])([CH3:35])[CH3:34], predict the reaction product. The product is: [C:33]([O:37][C:38](=[O:47])[N:39]([CH2:40][C@H:41]1[CH2:45][CH2:44][CH2:43][N:42]1[CH2:31][C:3]1[C:2]([Cl:1])=[C:11]2[C:6]([C:7](=[O:26])[N:8]([CH2:13][C:14]3[CH:19]=[C:18]([Cl:20])[CH:17]=[CH:16][C:15]=3[S:21]([CH2:24][CH3:25])(=[O:22])=[O:23])[C:9](=[O:12])[NH:10]2)=[CH:5][C:4]=1[C:27]([F:29])([F:30])[F:28])[CH3:46])([CH3:36])([CH3:35])[CH3:34]. (4) Given the reactants [CH2:1]([N:8]1[CH2:13][CH2:12][C:11]2([C:21]3[C:16](=[CH:17][CH:18]=[CH:19][C:20]=3[CH2:22][NH:23][C:24](=[O:30])[O:25][C:26]([CH3:29])([CH3:28])[CH3:27])[NH:15][CH2:14]2)[CH2:10][CH2:9]1)[C:2]1[CH:7]=[CH:6][CH:5]=[CH:4][CH:3]=1.CC1(C)C2C(=C(P(C3C=CC=CC=3)C3C=CC=CC=3)C=CC=2)OC2C(P(C3C=CC=CC=3)C3C=CC=CC=3)=CC=CC1=2.C([O-])([O-])=O.[Cs+].[Cs+].C1(C)C=CC=CC=1.Cl[C:87]1[C:88]2[CH:95]([CH2:96][CH3:97])[CH2:94][CH2:93][C:89]=2[N:90]=[CH:91][N:92]=1, predict the reaction product. The product is: [CH2:1]([N:8]1[CH2:13][CH2:12][C:11]2([C:21]3[C:16](=[CH:17][CH:18]=[CH:19][C:20]=3[CH2:22][NH:23][C:24](=[O:30])[O:25][C:26]([CH3:27])([CH3:29])[CH3:28])[N:15]([C:87]3[C:88]4[CH:95]([CH2:96][CH3:97])[CH2:94][CH2:93][C:89]=4[N:90]=[CH:91][N:92]=3)[CH2:14]2)[CH2:10][CH2:9]1)[C:2]1[CH:3]=[CH:4][CH:5]=[CH:6][CH:7]=1.